Dataset: CYP1A2 inhibition data for predicting drug metabolism from PubChem BioAssay. Task: Regression/Classification. Given a drug SMILES string, predict its absorption, distribution, metabolism, or excretion properties. Task type varies by dataset: regression for continuous measurements (e.g., permeability, clearance, half-life) or binary classification for categorical outcomes (e.g., BBB penetration, CYP inhibition). Dataset: cyp1a2_veith. (1) The drug is CCCCCCCCCCCCCCCC(=O)NC(C)C. The result is 0 (non-inhibitor). (2) The compound is CC(=O)OC[C@@H]1O[C@H](CCON=C(C)C)C=C[C@@H]1OC(C)=O. The result is 0 (non-inhibitor). (3) The compound is CCN(CC)c1cc(C)c2cc(NC(=O)CNC(C)=O)ccc2n1. The result is 0 (non-inhibitor). (4) The molecule is O=C(CCCCCn1c(=S)[nH]c2ccccc2c1=O)NCc1ccc2c(c1)OCO2. The result is 1 (inhibitor). (5) The molecule is O=C(O)C[n+]1ccccc1.c1ccncc1. The result is 0 (non-inhibitor). (6) The molecule is COc1ccc(C(=O)N2CCC3(CCCN(C)C3)CC2)cc1. The result is 0 (non-inhibitor). (7) The molecule is COc1ccc(NC(=O)C2(c3ccc(NC(=O)c4ccc(OC(C)=O)cc4)cc3)CCCC2)cc1. The result is 0 (non-inhibitor).